Task: Predict the reactants needed to synthesize the given product.. Dataset: Full USPTO retrosynthesis dataset with 1.9M reactions from patents (1976-2016) (1) Given the product [NH2:7][C:3]1[CH:2]=[C:1]([NH:8][C:14](=[O:15])[O:13][C:9]([CH3:12])([CH3:11])[CH3:10])[CH:6]=[CH:5][CH:4]=1, predict the reactants needed to synthesize it. The reactants are: [C:1]1([NH2:8])[CH:6]=[CH:5][CH:4]=[C:3]([NH2:7])[CH:2]=1.[C:9]([O:13][C:14](O[C:14]([O:13][C:9]([CH3:12])([CH3:11])[CH3:10])=[O:15])=[O:15])([CH3:12])([CH3:11])[CH3:10]. (2) Given the product [CH2:1]([C:7]1[CH:8]=[C:9]2[C:13](=[CH:14][C:15]=1[OH:16])[C:12](=[O:18])[CH2:11][CH2:10]2)[CH2:2][CH2:3][CH2:4][CH2:5][CH3:6], predict the reactants needed to synthesize it. The reactants are: [CH2:1]([C:7]1[CH:8]=[C:9]2[C:13](=[CH:14][C:15]=1[O:16]C)[C:12](=[O:18])[CH2:11][CH2:10]2)[CH2:2][CH2:3][CH2:4][CH2:5][CH3:6].[Cl-].[Al+3].[Cl-].[Cl-].C1(C)C=CC=CC=1. (3) Given the product [CH2:1]([N:5]([CH:8]=[CH2:9])[CH:6]=[O:7])[CH2:2][CH2:3][CH2:4][CH2:11][CH3:12], predict the reactants needed to synthesize it. The reactants are: [CH2:1]([N:5]([CH:8]=[CH2:9])[CH:6]=[O:7])[CH2:2][CH2:3][CH3:4].Br[CH2:11][CH2:12]CCCC.[Na+].[Cl-]. (4) Given the product [NH2:1][CH2:2][CH2:3][C@@H:4]([N:6]1[CH2:11][CH2:10][CH:9]([N:12]2[C@H:16]([C:17]3[CH:22]=[CH:21][CH:20]=[CH:19][CH:18]=3)[CH2:15][O:14][C:13]2=[S:23])[CH2:8][CH2:7]1)[CH3:5], predict the reactants needed to synthesize it. The reactants are: [NH2:1][CH2:2][CH2:3][CH:4]([N:6]1[CH2:11][CH2:10][CH:9]([N:12]2[C@H:16]([C:17]3[CH:22]=[CH:21][CH:20]=[CH:19][CH:18]=3)[CH2:15][O:14][C:13]2=[S:23])[CH2:8][CH2:7]1)[CH3:5].C([O-])([O-])=O.[K+].[K+]. (5) Given the product [CH3:60][O:61][C:62](=[O:63])[NH:64][C@H:65]([C:69]1[CH:74]=[CH:73][CH:72]=[CH:71][CH:70]=1)[C:51]([N:44]1[CH2:45][C@@H:46]([CH2:48][O:49][CH3:50])[CH2:47][C@H:43]1[C:41]1[NH:40][C:39]2[C:58]3[C:35]([CH:36]=[CH:37][C:38]=2[N:42]=1)=[CH:34][C:33]1[C:27]2[C:28]([CH2:30][O:31][C:32]=1[CH:59]=3)=[CH:29][C:24]([C:21]1[NH:20][C:19]([C@@H:14]3[CH2:15][C@H:16]([CH3:18])[CH2:17][N:13]3[C:11](=[O:12])[C@@H:6]([NH:5][C:3]([O:2][CH3:1])=[O:4])[C@H:7]([CH3:8])[CH2:9][CH3:10])=[N:23][CH:22]=1)=[CH:25][CH:26]=2)=[O:52], predict the reactants needed to synthesize it. The reactants are: [CH3:1][O:2][C:3]([NH:5][C@H:6]([C:11]([N:13]1[CH2:17][C@@H:16]([CH3:18])[CH2:15][C@H:14]1[C:19]1[NH:20][C:21]([C:24]2[CH:29]=[C:28]3[CH2:30][O:31][C:32]4[CH:59]=[C:58]5[C:35]([CH:36]=[CH:37][C:38]6[N:42]=[C:41]([C@@H:43]7[CH2:47][C@H:46]([CH2:48][O:49][CH3:50])[CH2:45][N:44]7[C:51](OC(C)(C)C)=[O:52])[NH:40][C:39]=65)=[CH:34][C:33]=4[C:27]3=[CH:26][CH:25]=2)=[CH:22][N:23]=1)=[O:12])[C@@H:7]([CH2:9][CH3:10])[CH3:8])=[O:4].[CH3:60][O:61][C:62]([NH:64][C@H:65]([C:69]1[CH:74]=[CH:73][CH:72]=[CH:71][CH:70]=1)C(O)=O)=[O:63].CCOC(C(C#N)=NOC(N1CCOCC1)=[N+](C)C)=O.F[P-](F)(F)(F)(F)F.C(N(C(C)C)CC)(C)C. (6) Given the product [CH3:27][O:28][C:29]1[CH:36]=[CH:35][C:32]([CH2:33][N:3]2[CH:4]=[CH:5][CH:6]=[C:7]([NH:8][CH:9]=[C:10]([C:16]([O:18][CH2:19][CH3:20])=[O:17])[C:11]([O:13][CH2:14][CH3:15])=[O:12])[C:2]2=[O:1])=[CH:31][CH:30]=1, predict the reactants needed to synthesize it. The reactants are: [O:1]=[C:2]1[C:7]([NH:8][CH:9]=[C:10]([C:16]([O:18][CH2:19][CH3:20])=[O:17])[C:11]([O:13][CH2:14][CH3:15])=[O:12])=[CH:6][CH:5]=[CH:4][NH:3]1.C(=O)([O-])[O-].[K+].[K+].[CH3:27][O:28][C:29]1[CH:36]=[CH:35][C:32]([CH2:33]Cl)=[CH:31][CH:30]=1. (7) Given the product [Br:1][C:2]1[CH:14]=[CH:13][C:5]([N:6]([CH2:23][C:22]2[CH:25]=[CH:26][C:19]([Cl:18])=[CH:20][CH:21]=2)[CH:7]2[CH2:8][CH2:9][CH2:10][CH2:11][CH2:12]2)=[C:4]([N+:15]([O-:17])=[O:16])[CH:3]=1, predict the reactants needed to synthesize it. The reactants are: [Br:1][C:2]1[CH:14]=[CH:13][C:5]([NH:6][CH:7]2[CH2:12][CH2:11][CH2:10][CH2:9][CH2:8]2)=[C:4]([N+:15]([O-:17])=[O:16])[CH:3]=1.[Cl:18][C:19]1[CH:26]=[CH:25][C:22]([CH2:23]Br)=[CH:21][CH:20]=1.BrC1C=CC(N(C2CCCCC2)CC(C)=C)=C([N+]([O-])=O)C=1. (8) Given the product [CH3:40][C:28]1([CH3:39])[C:29]2[CH:30]=[CH:31][C:32]([C:41]3[CH:46]=[CH:45][CH:44]=[CH:43][CH:42]=3)=[CH:33][C:34]=2[NH:35][C:36]2[C:27]1=[CH:26][CH:25]=[C:21]([C:16]1[CH:15]=[CH:20][CH:19]=[CH:18][CH:17]=1)[CH:37]=2, predict the reactants needed to synthesize it. The reactants are: [C:16]1([CH3:21])[CH:17]=[CH:18][CH:19]=[CH:20][C:15]=1P([C:15]1[CH:20]=[CH:19][CH:18]=[CH:17][C:16]=1[CH3:21])[C:15]1[CH:20]=[CH:19][CH:18]=[CH:17][C:16]=1[CH3:21].BrC1[CH:25]=[CH:26][C:27]2[C:28]([CH3:40])([CH3:39])[C:29]3[C:34]([NH:35][C:36]=2[CH:37]=1)=[CH:33][C:32](Br)=[CH:31][CH:30]=3.[C:41]1(B(O)O)[CH:46]=[CH:45][CH:44]=[CH:43][CH:42]=1.O.P([O-])([O-])([O-])=O.[K+].[K+].[K+]. (9) Given the product [CH3:1][N:2]([CH3:6])[CH2:3][CH2:4][NH:5][C:8]1[N:9]=[N+:10]([O-:21])[C:11]2[C:20]3[CH2:19][CH2:18][CH2:17][C:16]=3[CH:15]=[CH:14][C:12]=2[N:13]=1, predict the reactants needed to synthesize it. The reactants are: [CH3:1][N:2]([CH3:6])[CH2:3][CH2:4][NH2:5].Cl[C:8]1[N:9]=[N+:10]([O-:21])[C:11]2[C:20]3[CH2:19][CH2:18][CH2:17][C:16]=3[CH:15]=[CH:14][C:12]=2[N:13]=1.